From a dataset of Full USPTO retrosynthesis dataset with 1.9M reactions from patents (1976-2016). Predict the reactants needed to synthesize the given product. (1) Given the product [OH:30][CH:29]([C:28]1[CH:31]=[CH:32][C:25]([O:24][CH2:23][CH2:22][CH2:21][C:15]2[CH:20]=[CH:19][CH:18]=[CH:17][CH:16]=2)=[CH:26][CH:27]=1)[CH2:13][C:12]#[N:14], predict the reactants needed to synthesize it. The reactants are: C([Li])CCC.CCCCCC.[C:12](#[N:14])[CH3:13].[C:15]1([CH2:21][CH2:22][CH2:23][O:24][C:25]2[CH:32]=[CH:31][C:28]([CH:29]=[O:30])=[CH:27][CH:26]=2)[CH:20]=[CH:19][CH:18]=[CH:17][CH:16]=1. (2) Given the product [Cl:20][C:29]1[C:30]2[CH2:38][N:37]([C:39]([O:41][C:42]([CH3:45])([CH3:44])[CH3:43])=[O:40])[CH2:36][CH2:35][C:31]=2[N:32]=[CH:33][N:34]=1, predict the reactants needed to synthesize it. The reactants are: C1C=CC(P(C2C=CC=CC=2)C2C=CC=CC=2)=CC=1.[Cl:20]N1C(=O)CCC1=O.O[C:29]1[C:30]2[CH2:38][N:37]([C:39]([O:41][C:42]([CH3:45])([CH3:44])[CH3:43])=[O:40])[CH2:36][CH2:35][C:31]=2[N:32]=[CH:33][N:34]=1.C(N(CC)CC)C. (3) Given the product [CH2:1]([O:4][C:5]1([CH3:34])[CH2:6][CH2:7][N:8]([C:11]2[N:16]3[N:17]=[C:18]([CH2:20][O:43][CH2:42][C:40]4[CH:41]=[C:36]([F:35])[CH:37]=[CH:38][C:39]=4[O:44][C@H:45]([CH2:47][CH:48]=[CH2:49])[CH3:46])[CH:19]=[C:15]3[N:14]=[C:13]([CH3:22])[C:12]=2[C@H:23]([O:29][C:30]([CH3:32])([CH3:31])[CH3:33])[C:24]([OH:26])=[O:25])[CH2:9][CH2:10]1)[CH:2]=[CH2:3], predict the reactants needed to synthesize it. The reactants are: [CH2:1]([O:4][C:5]1([CH3:34])[CH2:10][CH2:9][N:8]([C:11]2[N:16]3[N:17]=[C:18]([CH2:20]I)[CH:19]=[C:15]3[N:14]=[C:13]([CH3:22])[C:12]=2[C@H:23]([O:29][C:30]([CH3:33])([CH3:32])[CH3:31])[C:24]([O:26]CC)=[O:25])[CH2:7][CH2:6]1)[CH:2]=[CH2:3].[F:35][C:36]1[CH:37]=[CH:38][C:39]([O:44][C@H:45]([CH2:47][CH:48]=[CH2:49])[CH3:46])=[C:40]([CH2:42][OH:43])[CH:41]=1.[H-].[Na+]. (4) Given the product [Br:5][C:7]1[C:12]2[S:13][C:14]([C:16]3[C:21]([F:22])=[CH:20][CH:19]=[CH:18][C:17]=3[Cl:23])=[N:15][C:11]=2[C:10]([F:24])=[CH:9][N:8]=1, predict the reactants needed to synthesize it. The reactants are: C[Si]([Br:5])(C)C.Cl[C:7]1[C:12]2[S:13][C:14]([C:16]3[C:21]([F:22])=[CH:20][CH:19]=[CH:18][C:17]=3[Cl:23])=[N:15][C:11]=2[C:10]([F:24])=[CH:9][N:8]=1.C(=O)([O-])[O-].[K+].[K+]. (5) Given the product [CH3:76][C:77]1[CH:78]=[CH:79][C:80]([S:83]([O:86][CH2:3][CH:2]2[CH2:1][C:4]3[CH:9]=[C:8]([Cl:10])[CH:7]=[C:6]([C:11]([CH3:14])([CH3:13])[CH3:12])[C:5]=3[O:15]2)(=[O:85])=[O:84])=[CH:81][CH:82]=1, predict the reactants needed to synthesize it. The reactants are: [CH2:1]([C:4]1[CH:9]=[C:8]([Cl:10])[CH:7]=[C:6]([C:11]([CH3:14])([CH3:13])[CH3:12])[C:5]=1[OH:15])[CH:2]=[CH2:3].ClC1C=C(C=CC=1)C(OO)=O.C(=O)([O-])[O-].[K+].[K+].ClC1C2OC(CO)CC=2C(C(F)(F)F)=CC=1.C(C1C2OC(CO)CC=2C=C(Cl)C=1)(C)(C)C.C1(C)C=CC(S(Cl)(=O)=O)=CC=1.[CH3:76][C:77]1[CH:82]=[CH:81][C:80]([S:83]([O:86]CC2CC3C(C(F)(F)F)=CC=C(Cl)C=3O2)(=[O:85])=[O:84])=[CH:79][CH:78]=1.